This data is from Catalyst prediction with 721,799 reactions and 888 catalyst types from USPTO. The task is: Predict which catalyst facilitates the given reaction. (1) Reactant: [C:1]([O:5][C:6]([N:8]([CH3:49])[CH:9]1[CH2:14][CH2:13][CH:12]([N:15]([CH2:30][C:31]2[CH:32]=[C:33]([C:39]3[CH:44]=[CH:43][N:42]=[C:41]([C:45]([O:47]C)=O)[CH:40]=3)[CH:34]=[CH:35][C:36]=2[O:37][CH3:38])[C:16]([C:18]2[S:22][C:21]3[C:23]([F:28])=[CH:24][CH:25]=[C:26]([F:27])[C:20]=3[C:19]=2[Cl:29])=[O:17])[CH2:11][CH2:10]1)=[O:7])([CH3:4])([CH3:3])[CH3:2].[NH3:50]. Product: [C:45]([C:41]1[CH:40]=[C:39]([C:33]2[CH:34]=[CH:35][C:36]([O:37][CH3:38])=[C:31]([CH:32]=2)[CH2:30][N:15]([C:16]([C:18]2[S:22][C:21]3[C:23]([F:28])=[CH:24][CH:25]=[C:26]([F:27])[C:20]=3[C:19]=2[Cl:29])=[O:17])[CH:12]2[CH2:11][CH2:10][CH:9]([N:8]([CH3:49])[C:6](=[O:7])[O:5][C:1]([CH3:2])([CH3:4])[CH3:3])[CH2:14][CH2:13]2)[CH:44]=[CH:43][N:42]=1)(=[O:47])[NH2:50]. The catalyst class is: 12. (2) Reactant: [C:1]([O:5][C:6](=[O:38])[N:7]([C@@H:19]1[C@@H:24]([OH:25])[C@H:23]([CH2:26][C:27]2[CH:32]=[C:31]([F:33])[C:30]([NH2:34])=[C:29](Br)[CH:28]=2)[CH2:22][S:21](=[O:37])(=[O:36])[CH2:20]1)[CH2:8][C:9]1[CH:14]=[CH:13][CH:12]=[C:11]([C:15]([CH3:18])([CH3:17])[CH3:16])[CH:10]=1)([CH3:4])([CH3:3])[CH3:2].C([O-])([O-])=O.[Cs+].[Cs+].P(C(C)(C)C)(C(C)(C)C)[C:46](C)(C)[CH3:47]. Product: [C:1]([O:5][C:6](=[O:38])[N:7]([C@@H:19]1[C@@H:24]([OH:25])[C@H:23]([CH2:26][C:27]2[CH:28]=[C:29]([CH:46]=[CH2:47])[C:30]([NH2:34])=[C:31]([F:33])[CH:32]=2)[CH2:22][S:21](=[O:37])(=[O:36])[CH2:20]1)[CH2:8][C:9]1[CH:14]=[CH:13][CH:12]=[C:11]([C:15]([CH3:18])([CH3:17])[CH3:16])[CH:10]=1)([CH3:4])([CH3:3])[CH3:2]. The catalyst class is: 62.